From a dataset of hERG potassium channel inhibition data for cardiac toxicity prediction from Karim et al.. Regression/Classification. Given a drug SMILES string, predict its toxicity properties. Task type varies by dataset: regression for continuous values (e.g., LD50, hERG inhibition percentage) or binary classification for toxic/non-toxic outcomes (e.g., AMES mutagenicity, cardiotoxicity, hepatotoxicity). Dataset: herg_karim. (1) The molecule is COc1cnc(-c2ccccn2)nc1NCc1c(F)cc(F)cc1F. The result is 0 (non-blocker). (2) The result is 0 (non-blocker). The molecule is CCOc1cc(C(=O)Nc2ccc(Cl)c(-c3nc4ccccc4[nH]3)c2)cc(OCC)c1OCC. (3) The molecule is Cc1c2c(nn1-c1nnc(-c3ccc(OC(C)C)c(Cl)c3)s1)CCN(CCC(=O)O)C2. The result is 0 (non-blocker). (4) The drug is Cc1cc2c(cc1F)[nH]c(=O)n2C1CCN(C2CCOCC2)CC1. The result is 0 (non-blocker). (5) The molecule is CS(=O)(=O)N(Cc1ccco1)CC(O)Cn1c2ccccc2c2ccccc21. The result is 0 (non-blocker). (6) The molecule is CC(C)(C)[C@@H](NC(=O)OCCO)C(=O)N1CC(c2cc(F)ccc2F)=C[C@@H]1c1ccccc1. The result is 0 (non-blocker). (7) The compound is O=C(O[C@@H]1CN2CCC1CC2)N1CCc2ccccc2[C@@H]1c1ccccc1. The result is 1 (blocker).